This data is from Full USPTO retrosynthesis dataset with 1.9M reactions from patents (1976-2016). The task is: Predict the reactants needed to synthesize the given product. (1) The reactants are: [CH3:1][N:2]1[C:6]([C:7]2[CH:19]=[N:18][C:17]3[C:16]4[C:15]([C:20]([O:22][CH3:23])=[O:21])=[CH:14][CH:13]=[CH:12][C:11]=4[NH:10][C:9]=3[CH:8]=2)=[C:5]([CH3:24])[N:4]=[N:3]1.[C:25]1([C@@H:31]([CH:33]2[CH2:38][CH2:37][O:36][CH2:35][CH2:34]2)O)[CH:30]=[CH:29][CH:28]=[CH:27][CH:26]=1.C1(P(C2C=CC=CC=2)C2C=CC=CC=2)C=CC=CC=1.CC(OC(/N=N/C(OC(C)C)=O)=O)C. Given the product [CH3:1][N:2]1[C:6]([C:7]2[CH:19]=[N:18][C:17]3[C:16]4[C:15]([C:20]([O:22][CH3:23])=[O:21])=[CH:14][CH:13]=[CH:12][C:11]=4[N:10]([C@H:31]([C:25]4[CH:30]=[CH:29][CH:28]=[CH:27][CH:26]=4)[CH:33]4[CH2:34][CH2:35][O:36][CH2:37][CH2:38]4)[C:9]=3[CH:8]=2)=[C:5]([CH3:24])[N:4]=[N:3]1, predict the reactants needed to synthesize it. (2) Given the product [CH:41]([N:23]1[C:24](=[O:27])[CH:25]=[CH:26][C:21]([C:18]2[CH:19]=[CH:20][C:15]([C@@H:13]([N:9]3[CH2:8][CH2:7][C@:6]([CH2:5][C:2]([CH3:1])([CH3:34])[C:3]#[N:4])([C:28]4[CH:33]=[CH:32][CH:31]=[CH:30][CH:29]=4)[O:11][C:10]3=[O:12])[CH3:14])=[CH:16][CH:17]=2)=[CH:22]1)([CH3:43])[CH3:42], predict the reactants needed to synthesize it. The reactants are: [CH3:1][C:2]([CH3:34])([CH2:5][C@@:6]1([C:28]2[CH:33]=[CH:32][CH:31]=[CH:30][CH:29]=2)[O:11][C:10](=[O:12])[N:9]([C@H:13]([C:15]2[CH:20]=[CH:19][C:18]([C:21]3[CH:26]=[CH:25][C:24](=[O:27])[NH:23][CH:22]=3)=[CH:17][CH:16]=2)[CH3:14])[CH2:8][CH2:7]1)[C:3]#[N:4].C([O-])([O-])=O.[Cs+].[Cs+].[CH:41](I)([CH3:43])[CH3:42]. (3) Given the product [CH3:40][N:35]1[CH2:36][CH2:37][C:38]2[N:28]=[C:10]([O:11][CH:12]3[CH2:13][CH2:14][N:15]([C:18]([O:20][CH2:21][C:22]4[CH:27]=[CH:26][CH:25]=[CH:24][CH:23]=4)=[O:19])[CH2:16][CH2:17]3)[N:9]=[CH:32][C:33]=2[CH2:34]1, predict the reactants needed to synthesize it. The reactants are: OS(C(F)(F)F)(=O)=O.[NH2:9][CH:10]([NH2:28])[O:11][CH:12]1[CH2:17][CH2:16][N:15]([C:18]([O:20][CH2:21][C:22]2[CH:27]=[CH:26][CH:25]=[CH:24][CH:23]=2)=[O:19])[CH2:14][CH2:13]1.CN(/[CH:32]=[C:33]1\[CH2:34][N:35]([CH3:40])[CH2:36][CH2:37][C:38]\1=O)C.O. (4) Given the product [C:1]([O:5][C:6]([N:8]1[CH2:9][CH2:10][CH:11]([C:14](=[O:16])[NH:43][C:38]2[CH:39]=[CH:40][CH:41]=[CH:42][C:37]=2[O:36][C:35]2[CH:44]=[CH:45][C:32]([O:31][C:30]([F:29])([F:46])[F:47])=[CH:33][CH:34]=2)[CH2:12][CH2:13]1)=[O:7])([CH3:2])([CH3:3])[CH3:4], predict the reactants needed to synthesize it. The reactants are: [C:1]([O:5][C:6]([N:8]1[CH2:13][CH2:12][CH:11]([C:14]([OH:16])=O)[CH2:10][CH2:9]1)=[O:7])([CH3:4])([CH3:3])[CH3:2].Cl.CN(C)CCCN=C=NCC.[F:29][C:30]([F:47])([F:46])[O:31][C:32]1[CH:45]=[CH:44][C:35]([O:36][C:37]2[CH:42]=[CH:41][CH:40]=[CH:39][C:38]=2[NH2:43])=[CH:34][CH:33]=1. (5) Given the product [C:1]([O:4][C@@H:5]1[CH2:9][C@H:8]([C:10]2[N:14]3[C:15]4[CH:21]=[CH:20][N:19]([S:22]([C:25]5[CH:31]=[CH:30][C:28]([CH3:29])=[CH:27][CH:26]=5)(=[O:24])=[O:23])[C:16]=4[N:17]=[CH:18][C:13]3=[C:12]([C:42]3[CH:41]=[C:40]4[C:45](=[CH:44][CH:43]=3)[O:36][CH2:37][CH2:38][CH2:39]4)[N:11]=2)[N:7]([C:33](=[O:35])[CH3:34])[CH2:6]1)(=[O:3])[CH3:2], predict the reactants needed to synthesize it. The reactants are: [C:1]([O:4][C@@H:5]1[CH2:9][C@H:8]([C:10]2[N:14]3[C:15]4[CH:21]=[CH:20][N:19]([S:22]([C:25]5[CH:31]=[CH:30][C:28]([CH3:29])=[CH:27][CH:26]=5)(=[O:24])=[O:23])[C:16]=4[N:17]=[CH:18][C:13]3=[C:12](Br)[N:11]=2)[N:7]([C:33](=[O:35])[CH3:34])[CH2:6]1)(=[O:3])[CH3:2].[O:36]1[C:45]2[C:40](=[CH:41][C:42](B(O)O)=[CH:43][CH:44]=2)[CH2:39][CH2:38][CH2:37]1.C([O-])([O-])=O.[Cs+].[Cs+].O1CCOCC1. (6) Given the product [N+:11]([C:9]1[CH:8]=[CH:7][CH:6]=[C:5]2[C:10]=1[CH:1]=[N:2][N:3]=[CH:4]2)([O-:13])=[O:12], predict the reactants needed to synthesize it. The reactants are: [CH:1]1[C:10]2[C:5](=[CH:6][CH:7]=[CH:8][CH:9]=2)[CH:4]=[N:3][N:2]=1.[N+:11]([O-])([O-:13])=[O:12].[K+].O.[OH-].[Na+]. (7) Given the product [CH2:17]([CH:16]([CH2:19][CH3:20])[C:15]([N:14]([CH:11]1[CH2:12][CH2:13][N:8]([C:5]2[CH:6]=[CH:7][C:2]([NH:1][C:32](=[O:33])[CH:31]([CH2:35][CH3:36])[CH2:29][CH3:30])=[CH:3][C:4]=2[F:28])[CH2:9][CH2:10]1)[C:22]1[CH:23]=[CH:24][CH:25]=[CH:26][CH:27]=1)=[O:21])[CH3:18], predict the reactants needed to synthesize it. The reactants are: [NH2:1][C:2]1[CH:7]=[CH:6][C:5]([N:8]2[CH2:13][CH2:12][CH:11]([N:14]([C:22]3[CH:27]=[CH:26][CH:25]=[CH:24][CH:23]=3)[C:15](=[O:21])[CH:16]([CH2:19][CH3:20])[CH2:17][CH3:18])[CH2:10][CH2:9]2)=[C:4]([F:28])[CH:3]=1.[CH2:29]([CH:31]([CH2:35][CH3:36])[C:32](Cl)=[O:33])[CH3:30].